Dataset: HIV replication inhibition screening data with 41,000+ compounds from the AIDS Antiviral Screen. Task: Binary Classification. Given a drug SMILES string, predict its activity (active/inactive) in a high-throughput screening assay against a specified biological target. (1) The molecule is CC(=O)N(C(C)=O)c1ncc(-n2nc(-c3ccccc3)cc2-c2ccccc2)c(-c2ccccc2)n1. The result is 0 (inactive). (2) The molecule is N=c1ccn(C2CCC3(CO)CC23)c(=O)[nH]1. The result is 0 (inactive). (3) The molecule is Oc1cc(-n2cccn2)c(O)cc1-n1cccn1. The result is 0 (inactive). (4) The compound is C[N+](C)(C)CC1CCC(C[N+](C)(C)C)C1=O.[I-]. The result is 0 (inactive). (5) The drug is O=S(=O)(O)c1cccc2c1CN1CCCCC1C2. The result is 0 (inactive). (6) The drug is Clc1ccc(-c2nn3c(CCCCCCCCc4nnc5sc(-c6ccc(Cl)cc6)nn45)nnc3s2)cc1. The result is 0 (inactive). (7) The result is 0 (inactive). The compound is COc1cc(C(C[N+](=O)[O-])SC(C)=O)ccc1OCc1ccccc1.